Dataset: Reaction yield outcomes from USPTO patents with 853,638 reactions. Task: Predict the reaction yield, written as a fraction of the theoretical maximum amount of product (1.0 means a 100% yield; for example, 0.34 means a 34% yield). The reactants are [C:1]1([CH:7]([CH3:11])[C:8]([OH:10])=O)[CH:6]=[CH:5][CH:4]=[CH:3][CH:2]=1.C(Cl)(C(Cl)=O)=O.N1C=CC=CC=1.[CH3:24][C:25]1(C)[O:30]C(=O)[CH2:28][C:27](=O)[O:26]1. The catalyst is C(Cl)Cl.CN(C=O)C.Cl.CCO. The product is [O:10]=[C:8]([CH:7]([C:1]1[CH:2]=[CH:3][CH:4]=[CH:5][CH:6]=1)[CH3:11])[CH2:24][C:25]([O:26][CH2:27][CH3:28])=[O:30]. The yield is 0.490.